Dataset: NCI-60 drug combinations with 297,098 pairs across 59 cell lines. Task: Regression. Given two drug SMILES strings and cell line genomic features, predict the synergy score measuring deviation from expected non-interaction effect. Drug 1: C1=CC(=C2C(=C1NCCNCCO)C(=O)C3=C(C=CC(=C3C2=O)O)O)NCCNCCO. Drug 2: C1=CC=C(C(=C1)C(C2=CC=C(C=C2)Cl)C(Cl)Cl)Cl. Cell line: SF-268. Synergy scores: CSS=47.2, Synergy_ZIP=5.95, Synergy_Bliss=5.72, Synergy_Loewe=-30.6, Synergy_HSA=5.74.